This data is from NCI-60 drug combinations with 297,098 pairs across 59 cell lines. The task is: Regression. Given two drug SMILES strings and cell line genomic features, predict the synergy score measuring deviation from expected non-interaction effect. (1) Drug 1: C1=CN(C=N1)CC(O)(P(=O)(O)O)P(=O)(O)O. Drug 2: CCC1(C2=C(COC1=O)C(=O)N3CC4=CC5=C(C=CC(=C5CN(C)C)O)N=C4C3=C2)O.Cl. Cell line: SF-268. Synergy scores: CSS=18.0, Synergy_ZIP=-1.32, Synergy_Bliss=3.29, Synergy_Loewe=-29.3, Synergy_HSA=-1.30. (2) Drug 1: C1CN1P(=S)(N2CC2)N3CC3. Drug 2: C1=NC2=C(N=C(N=C2N1C3C(C(C(O3)CO)O)F)Cl)N. Cell line: SNB-19. Synergy scores: CSS=27.5, Synergy_ZIP=-6.13, Synergy_Bliss=-1.51, Synergy_Loewe=-29.6, Synergy_HSA=-3.18. (3) Drug 1: C1CCC(C1)C(CC#N)N2C=C(C=N2)C3=C4C=CNC4=NC=N3. Drug 2: CC1OCC2C(O1)C(C(C(O2)OC3C4COC(=O)C4C(C5=CC6=C(C=C35)OCO6)C7=CC(=C(C(=C7)OC)O)OC)O)O. Cell line: EKVX. Synergy scores: CSS=37.6, Synergy_ZIP=6.18, Synergy_Bliss=9.22, Synergy_Loewe=10.5, Synergy_HSA=11.1. (4) Drug 1: CC1=C(C=C(C=C1)NC2=NC=CC(=N2)N(C)C3=CC4=NN(C(=C4C=C3)C)C)S(=O)(=O)N.Cl. Drug 2: C1=CC(=CC=C1C#N)C(C2=CC=C(C=C2)C#N)N3C=NC=N3. Cell line: T-47D. Synergy scores: CSS=5.11, Synergy_ZIP=2.24, Synergy_Bliss=5.23, Synergy_Loewe=3.53, Synergy_HSA=4.44. (5) Drug 1: C1=CC(=C2C(=C1NCCNCCO)C(=O)C3=C(C=CC(=C3C2=O)O)O)NCCNCCO. Drug 2: CCCS(=O)(=O)NC1=C(C(=C(C=C1)F)C(=O)C2=CNC3=C2C=C(C=N3)C4=CC=C(C=C4)Cl)F. Cell line: NCI/ADR-RES. Synergy scores: CSS=4.35, Synergy_ZIP=-1.25, Synergy_Bliss=1.10, Synergy_Loewe=-3.52, Synergy_HSA=0.0286. (6) Cell line: SF-539. Drug 2: CC1OCC2C(O1)C(C(C(O2)OC3C4COC(=O)C4C(C5=CC6=C(C=C35)OCO6)C7=CC(=C(C(=C7)OC)O)OC)O)O. Synergy scores: CSS=45.8, Synergy_ZIP=2.44, Synergy_Bliss=7.39, Synergy_Loewe=9.01, Synergy_HSA=10.3. Drug 1: COC1=C(C=C2C(=C1)N=CN=C2NC3=CC(=C(C=C3)F)Cl)OCCCN4CCOCC4.